Dataset: Catalyst prediction with 721,799 reactions and 888 catalyst types from USPTO. Task: Predict which catalyst facilitates the given reaction. (1) Reactant: [Cl:1][C:2]1[CH:7]=[CH:6][C:5]([C:8]2[N:12]([CH2:13][CH:14]=O)[C:11](=[O:16])[N:10]([CH2:17][C:18]([NH:20][C:21]([CH3:33])([C:23]3[CH:28]=[CH:27][CH:26]=[C:25]([C:29]([F:32])([F:31])[F:30])[CH:24]=3)[CH3:22])=[O:19])[N:9]=2)=[CH:4][CH:3]=1.[NH:34]1[CH2:39][CH2:38][O:37][CH2:36][CH2:35]1.C(O[BH-](OC(=O)C)OC(=O)C)(=O)C.[Na+].C(=O)([O-])O.[Na+]. Product: [Cl:1][C:2]1[CH:7]=[CH:6][C:5]([C:8]2[N:12]([CH2:13][CH2:14][N:34]3[CH2:39][CH2:38][O:37][CH2:36][CH2:35]3)[C:11](=[O:16])[N:10]([CH2:17][C:18]([NH:20][C:21]([CH3:22])([C:23]3[CH:28]=[CH:27][CH:26]=[C:25]([C:29]([F:30])([F:31])[F:32])[CH:24]=3)[CH3:33])=[O:19])[N:9]=2)=[CH:4][CH:3]=1. The catalyst class is: 139. (2) Reactant: [CH3:1][O:2][C:3](=[O:21])[CH2:4][O:5][C:6]1[CH:11]=[CH:10][C:9]([O:12][Si](C(C)(C)C)(C)C)=[CH:8][C:7]=1[Br:20].[F-].[K+].Br. Product: [CH3:1][O:2][C:3](=[O:21])[CH2:4][O:5][C:6]1[CH:11]=[CH:10][C:9]([OH:12])=[CH:8][C:7]=1[Br:20]. The catalyst class is: 9. (3) The catalyst class is: 5. Reactant: [CH3:1][NH:2][C:3]([CH:5]1[CH2:10][N:9](C(OCC2C=CC=CC=2)=O)[CH2:8][CH2:7][N:6]1[C:21]([O:23][C:24]([CH3:27])([CH3:26])[CH3:25])=[O:22])=[O:4]. Product: [CH3:1][NH:2][C:3]([CH:5]1[CH2:10][NH:9][CH2:8][CH2:7][N:6]1[C:21]([O:23][C:24]([CH3:27])([CH3:26])[CH3:25])=[O:22])=[O:4].